From a dataset of Acute oral toxicity (LD50) regression data from Zhu et al.. Regression/Classification. Given a drug SMILES string, predict its toxicity properties. Task type varies by dataset: regression for continuous values (e.g., LD50, hERG inhibition percentage) or binary classification for toxic/non-toxic outcomes (e.g., AMES mutagenicity, cardiotoxicity, hepatotoxicity). Dataset: ld50_zhu. (1) The rat oral LD50 is 2.13, given as -log10 of the dose in mol/kg body weight (higher means more acutely toxic). The compound is CCOC(C1=NCC(O)CN1)c1ccccc1. (2) The molecule is ClSC(Cl)(Cl)Cl. The rat oral LD50 is 3.35, given as -log10 of the dose in mol/kg body weight (higher means more acutely toxic). (3) The rat oral LD50 is 4.42, given as -log10 of the dose in mol/kg body weight (higher means more acutely toxic). The molecule is CCOP(=O)(OCC)SCc1nnc(CC)o1. (4) The molecule is NC(=[NH2+])NCCCC(N)C(=O)[O-]. The rat oral LD50 is 1.50, given as -log10 of the dose in mol/kg body weight (higher means more acutely toxic). (5) The molecule is CCCC1OCSC1=NOC(=O)NC. The rat oral LD50 is 3.42, given as -log10 of the dose in mol/kg body weight (higher means more acutely toxic). (6) The compound is Nc1nc(N)nc(NC2CC2)n1. The rat oral LD50 is 1.69, given as -log10 of the dose in mol/kg body weight (higher means more acutely toxic). (7) The compound is NC(=O)NC(=O)Cc1ccccc1. The rat oral LD50 is 2.05, given as -log10 of the dose in mol/kg body weight (higher means more acutely toxic). (8) The compound is C=CCSCC=C. The rat oral LD50 is 1.58, given as -log10 of the dose in mol/kg body weight (higher means more acutely toxic). (9) The rat oral LD50 is 4.99, given as -log10 of the dose in mol/kg body weight (higher means more acutely toxic). The drug is CNC(=O)ON=CC(C)(C)S(C)=O.